Dataset: Forward reaction prediction with 1.9M reactions from USPTO patents (1976-2016). Task: Predict the product of the given reaction. Given the reactants CO[C:3]([C:5]1[N:6]=[C:7]([C:23]#[N:24])[C:8]2[C:13]([C:14]=1[OH:15])=[CH:12][CH:11]=[C:10]([O:16][C:17]1[CH:22]=[CH:21][CH:20]=[CH:19][CH:18]=1)[CH:9]=2)=[O:4].[NH2:25][CH2:26][C:27]([CH3:32])([CH3:31])[C:28]([OH:30])=[O:29].C[O-].[Na+].CO, predict the reaction product. The product is: [C:23]([C:7]1[C:8]2[C:13](=[CH:12][CH:11]=[C:10]([O:16][C:17]3[CH:22]=[CH:21][CH:20]=[CH:19][CH:18]=3)[CH:9]=2)[C:14]([OH:15])=[C:5]([C:3]([NH:25][CH2:26][C:27]([CH3:32])([CH3:31])[C:28]([OH:30])=[O:29])=[O:4])[N:6]=1)#[N:24].